The task is: Predict the product of the given reaction.. This data is from Forward reaction prediction with 1.9M reactions from USPTO patents (1976-2016). The product is: [C:17]([O:19][C@@H:10]1[CH2:15][CH2:14][CH2:13][CH2:12][C@H:11]1[I:1])(=[O:18])[CH3:16]. Given the reactants [I:1]N1C(C)(C)COC1=O.[CH:10]1[CH2:15][CH2:14][CH2:13][CH2:12][CH:11]=1.[CH3:16][C:17]([OH:19])=[O:18], predict the reaction product.